This data is from Reaction yield outcomes from USPTO patents with 853,638 reactions. The task is: Predict the reaction yield, written as a fraction of the theoretical maximum amount of product (1.0 means a 100% yield; for example, 0.34 means a 34% yield). (1) The reactants are C([O:3][C:4](=O)[CH2:5][O:6][C:7]1[CH:12]=[CH:11][C:10]([CH2:13][CH2:14][CH2:15][CH2:16][NH:17][C:18]([O:20][CH2:21][C:22]2[CH:27]=[CH:26][CH:25]=[CH:24][CH:23]=2)=[O:19])=[CH:9][CH:8]=1)C.[CH3:29][NH:30][CH3:31]. No catalyst specified. The product is [CH2:21]([O:20][C:18](=[O:19])[NH:17][CH2:16][CH2:15][CH2:14][CH2:13][C:10]1[CH:11]=[CH:12][C:7]([O:6][CH2:5][C:4](=[O:3])[N:30]([CH3:31])[CH3:29])=[CH:8][CH:9]=1)[C:22]1[CH:27]=[CH:26][CH:25]=[CH:24][CH:23]=1. The yield is 0.520. (2) The reactants are [Cl:1][C:2]1[CH:11]=[C:10]2[C:5]([C:6]([O:14][C:15]3[CH:20]=[CH:19][CH:18]=[C:17]([N+:21]([O-])=O)[CH:16]=3)=[C:7](I)[C:8](=[O:12])[NH:9]2)=[CH:4][CH:3]=1.C(O)C. The catalyst is [Zn].C(O)(=O)C. The product is [NH2:21][C:17]1[CH:16]=[C:15]([CH:20]=[CH:19][CH:18]=1)[O:14][C:6]1[C:5]2[C:10](=[CH:11][C:2]([Cl:1])=[CH:3][CH:4]=2)[NH:9][C:8](=[O:12])[CH:7]=1. The yield is 0.500. (3) The reactants are BrBr.Br[CH2:4][C:5]([O:7][CH2:8][CH3:9])=[O:6].[Br:10][C:11]1[CH:12]=[C:13]2[C:23](=[CH:24][CH:25]=1)[O:22][C:16]1[CH:17]=[N:18][C:19]([Cl:21])=[CH:20][C:15]=1[C:14]2=[O:26].C1COCC1. The catalyst is C(OCC)C.[Zn]. The product is [Br:10][C:11]1[CH:12]=[C:13]2[C:23](=[CH:24][CH:25]=1)[O:22][C:16]1[CH:17]=[N:18][C:19]([Cl:21])=[CH:20][C:15]=1[C:14]2([CH2:4][C:5]([O:7][CH2:8][CH3:9])=[O:6])[OH:26]. The yield is 0.970. (4) The reactants are [NH2:1][C@:2]12[CH2:37][CH2:36][C@@H:35]([C:38]([CH3:40])=[CH2:39])[C@@H:3]1[C@@H:4]1[C@@:17]([CH3:20])([CH2:18][CH2:19]2)[C@@:16]2([CH3:21])[C@@H:7]([C@:8]3([CH3:34])[C@@H:13]([CH2:14][CH2:15]2)[C:12]([CH3:23])([CH3:22])[C:11]([C:24]2[CH:33]=[CH:32][C:27]([C:28]([O:30]C)=[O:29])=[CH:26][CH:25]=2)=[CH:10][CH2:9]3)[CH2:6][CH2:5]1.[CH:41](=O)[C:42]1[O:46][CH:45]=[CH:44][CH:43]=1.C(O[BH-](OC(=O)C)OC(=O)C)(=O)C.[Na+].[Na]. The catalyst is ClCCCl.CC(C)[O-].[Ti+4].CC(C)[O-].CC(C)[O-].CC(C)[O-]. The product is [O:46]1[CH:45]=[CH:44][CH:43]=[C:42]1[CH2:41][NH:1][C@:2]12[CH2:37][CH2:36][C@@H:35]([C:38]([CH3:40])=[CH2:39])[C@@H:3]1[C@@H:4]1[C@@:17]([CH3:20])([CH2:18][CH2:19]2)[C@@:16]2([CH3:21])[C@@H:7]([C@:8]3([CH3:34])[C@@H:13]([CH2:14][CH2:15]2)[C:12]([CH3:23])([CH3:22])[C:11]([C:24]2[CH:25]=[CH:26][C:27]([C:28]([OH:30])=[O:29])=[CH:32][CH:33]=2)=[CH:10][CH2:9]3)[CH2:6][CH2:5]1. The yield is 0.900. (5) The reactants are [NH2:1][C@H:2]1[C:11]2[C:6](=[CH:7][CH:8]=[C:9]([F:12])[CH:10]=2)[N:5]([C:13](=[O:15])[CH3:14])[C@@H:4]([CH3:16])[C@@H:3]1[CH3:17].CC(C)([O-])C.[Na+].Cl[C:25]1[N:32]=[C:31]([CH3:33])[CH:30]=[CH:29][C:26]=1[C:27]#[N:28]. The catalyst is C1(C)C=CC=CC=1. The product is [C:13]([N:5]1[C:6]2[C:11](=[CH:10][C:9]([F:12])=[CH:8][CH:7]=2)[C@H:2]([NH:1][C:25]2[N:32]=[C:31]([CH3:33])[CH:30]=[CH:29][C:26]=2[C:27]#[N:28])[C@@H:3]([CH3:17])[C@@H:4]1[CH3:16])(=[O:15])[CH3:14]. The yield is 0.0900. (6) The reactants are [CH2:1]([C:5]1[N:6]([CH2:10][C:11]2[CH:16]=[CH:15][CH:14]=[CH:13][C:12]=2[Cl:17])[CH:7]=[CH:8][N:9]=1)[CH2:2][CH2:3][CH3:4].C=O.[C:20]([O-])(=[O:22])C.[Na+]. The catalyst is C(O)(=O)C. The product is [CH2:1]([C:5]1[N:6]([CH2:10][C:11]2[CH:16]=[CH:15][CH:14]=[CH:13][C:12]=2[Cl:17])[C:7]([CH2:20][OH:22])=[CH:8][N:9]=1)[CH2:2][CH2:3][CH3:4]. The yield is 0.410. (7) The reactants are [Cl:1][C:2]1[N:10]=[CH:9][C:8]([F:11])=[CH:7][C:3]=1[C:4]([NH2:6])=O.CCN(CC)CC.C(OC(C(F)(F)F)=O)(C(F)(F)F)=O. The catalyst is C(Cl)Cl. The product is [Cl:1][C:2]1[N:10]=[CH:9][C:8]([F:11])=[CH:7][C:3]=1[C:4]#[N:6]. The yield is 0.860. (8) The reactants are C1(P(C2C=CC=CC=2)C2C=CC=CC=2)C=CC=CC=1.BrN1C(=O)CCC1=O.[CH2:28]([S:32]([C:35]1[CH:40]=[CH:39][C:38]([CH:41]([CH2:45][CH:46]2[CH2:50][CH2:49][CH2:48][CH2:47]2)[C:42]([OH:44])=O)=[CH:37][CH:36]=1)(=[O:34])=[O:33])[CH2:29][CH2:30][CH3:31].[NH2:51][C:52]1[S:53][CH:54]=[CH:55][N:56]=1.N1C=CC=CC=1. The catalyst is C(Cl)Cl. The product is [CH2:28]([S:32]([C:35]1[CH:40]=[CH:39][C:38]([CH:41]([CH2:45][CH:46]2[CH2:47][CH2:48][CH2:49][CH2:50]2)[C:42]([NH:51][C:52]2[S:53][CH:54]=[CH:55][N:56]=2)=[O:44])=[CH:37][CH:36]=1)(=[O:33])=[O:34])[CH2:29][CH2:30][CH3:31]. The yield is 0.656. (9) The reactants are [C:1]([O:5][C:6](=[O:25])[NH:7][CH2:8][CH2:9][CH2:10][CH2:11][C@H:12]([NH:17][C:18]([CH:20]1[CH2:24][CH2:23][CH2:22][CH2:21]1)=[O:19])[C:13](=[O:16])[CH2:14]Br)([CH3:4])([CH3:3])[CH3:2].[F:26][C:27]1[C:32]([F:33])=[CH:31][C:30]([F:34])=[C:29]([F:35])[C:28]=1[OH:36].[F-].[K+]. The catalyst is CN(C=O)C.O. The product is [C:1]([O:5][C:6](=[O:25])[NH:7][CH2:8][CH2:9][CH2:10][CH2:11][C@H:12]([NH:17][C:18]([CH:20]1[CH2:24][CH2:23][CH2:22][CH2:21]1)=[O:19])[C:13](=[O:16])[CH2:14][O:36][C:28]1[C:29]([F:35])=[C:30]([F:34])[CH:31]=[C:32]([F:33])[C:27]=1[F:26])([CH3:4])([CH3:3])[CH3:2]. The yield is 0.832. (10) The reactants are [Cl:1][C:2]1[S:6][C:5]([C:7]2[C:11]([C:12]3[CH:17]=[CH:16][N:15]=[C:14](S(C)(=O)=O)[N:13]=3)=[CH:10][N:9]([CH:22]([CH3:24])[CH3:23])[N:8]=2)=[CH:4][CH:3]=1.[CH2:25]([NH2:32])[C:26]1[CH:31]=[CH:30][CH:29]=[CH:28][CH:27]=1. No catalyst specified. The product is [CH2:25]([NH:32][C:14]1[N:13]=[C:12]([C:11]2[C:7]([C:5]3[S:6][C:2]([Cl:1])=[CH:3][CH:4]=3)=[N:8][N:9]([CH:22]([CH3:24])[CH3:23])[CH:10]=2)[CH:17]=[CH:16][N:15]=1)[C:26]1[CH:31]=[CH:30][CH:29]=[CH:28][CH:27]=1. The yield is 0.960.